From a dataset of Reaction yield outcomes from USPTO patents with 853,638 reactions. Predict the reaction yield, written as a fraction of the theoretical maximum amount of product (1.0 means a 100% yield; for example, 0.34 means a 34% yield). The reactants are C(OC([N:8]1[CH2:12][CH2:11][CH2:10][CH:9]1[CH2:13][O:14][C:15]1[CH:20]=[CH:19][C:18]([C:21](=O)[CH2:22][C:23]2[CH:28]=[CH:27][CH:26]=[CH:25][CH:24]=2)=[CH:17][CH:16]=1)=O)(C)(C)C.C([SiH](CC)CC)C.[OH-].[Na+]. The catalyst is C(O)(C(F)(F)F)=O. The product is [CH2:21]([C:18]1[CH:19]=[CH:20][C:15]([O:14][CH2:13][C@H:9]2[CH2:10][CH2:11][CH2:12][NH:8]2)=[CH:16][CH:17]=1)[CH2:22][C:23]1[CH:24]=[CH:25][CH:26]=[CH:27][CH:28]=1. The yield is 0.820.